Dataset: Full USPTO retrosynthesis dataset with 1.9M reactions from patents (1976-2016). Task: Predict the reactants needed to synthesize the given product. (1) Given the product [CH3:26][CH:24]([O:23][P:22]([C:28]1[CH:33]=[CH:32][CH:31]=[C:30]([NH2:34])[CH:29]=1)(=[O:27])[O:21][CH:19]([CH3:18])[CH3:20])[CH3:25], predict the reactants needed to synthesize it. The reactants are: CC(OP(C1C=CC(N)=CC=1)(=O)OC(C)C)C.[CH3:18][CH:19]([O:21][P:22]([C:28]1[CH:33]=[CH:32][CH:31]=[C:30]([N+:34]([O-])=O)[CH:29]=1)(=[O:27])[O:23][CH:24]([CH3:26])[CH3:25])[CH3:20]. (2) Given the product [Cl:8][C:9]1[CH:14]=[C:13]([CH3:15])[CH:12]=[CH:11][C:10]=1[C:16]1[N:20]([CH3:21])[N:19]=[CH:18][C:17]=1[S:22][CH2:2][C:3]([OH:5])=[O:4], predict the reactants needed to synthesize it. The reactants are: F[C:2](F)(F)[C:3]([OH:5])=[O:4].[Cl:8][C:9]1[CH:14]=[C:13]([CH3:15])[CH:12]=[CH:11][C:10]=1[C:16]1[N:20]([CH3:21])[N:19]=[CH:18][C:17]=1[S:22][Si](C(C)C)(C(C)C)C(C)C. (3) Given the product [Cl:1][C:2]1[C:7]([C:8]([CH3:9])([CH3:10])[CH3:11])=[CH:6][C:5]2[N:4]([C:17]([C:16]3[CH:19]=[C:20]([F:23])[CH:21]=[CH:22][C:15]=3[F:14])=[N:13][N:12]=2)[N:3]=1, predict the reactants needed to synthesize it. The reactants are: [Cl:1][C:2]1[N:3]=[N:4][C:5]([NH:12][NH2:13])=[CH:6][C:7]=1[C:8]([CH3:11])([CH3:10])[CH3:9].[F:14][C:15]1[CH:22]=[CH:21][C:20]([F:23])=[CH:19][C:16]=1[CH:17]=O. (4) Given the product [Cl:1][C:2]1[CH:12]=[CH:11][C:10]([CH2:13][NH:14][C:15](=[O:20])[C:16]([F:19])([F:18])[F:17])=[CH:9][C:3]=1[C:4]1[NH:6][C:7](=[O:8])[N:31]([C:28]2[CH:27]=[CH:26][C:25]([C:23]([O:22][CH3:21])=[O:24])=[CH:30][CH:29]=2)[N:32]=1, predict the reactants needed to synthesize it. The reactants are: [Cl:1][C:2]1[CH:12]=[CH:11][C:10]([CH2:13][NH:14][C:15](=[O:20])[C:16]([F:19])([F:18])[F:17])=[CH:9][C:3]=1[C:4]([N:6]=[C:7]=[O:8])=O.[CH3:21][O:22][C:23]([C:25]1[CH:30]=[CH:29][C:28]([NH:31][NH:32]C(OC(C)(C)C)=O)=[CH:27][CH:26]=1)=[O:24]. (5) Given the product [N:11]1([CH2:10][C:9]2[CH:15]=[CH:16][C:6]([O:5][CH:3]3[CH2:2][N:1]([C:30]([C:28]4[O:29][C:25]([C:22]5[CH:23]=[CH:24][C:19]([O:18][CH3:17])=[CH:20][CH:21]=5)=[N:26][N:27]=4)=[O:31])[CH2:4]3)=[CH:7][CH:8]=2)[CH2:12][CH2:13][CH2:14]1, predict the reactants needed to synthesize it. The reactants are: [NH:1]1[CH2:4][CH:3]([O:5][C:6]2[CH:16]=[CH:15][C:9]([CH2:10][N:11]3[CH2:14][CH2:13][CH2:12]3)=[CH:8][CH:7]=2)[CH2:2]1.[CH3:17][O:18][C:19]1[CH:24]=[CH:23][C:22]([C:25]2[O:29][C:28]([C:30](OCC)=[O:31])=[N:27][N:26]=2)=[CH:21][CH:20]=1. (6) Given the product [F:1][C:2]1[CH:3]=[CH:4][C:5]([CH2:6][N:7]2[C:15]3[C:10](=[CH:11][CH:12]=[CH:13][CH:14]=3)[C:9]3[C:16]([OH:18])=[C:23]([C:24]([O:26][CH3:27])=[O:25])[N:21]([CH3:22])[C:20](=[O:28])[C:8]2=3)=[CH:29][CH:30]=1, predict the reactants needed to synthesize it. The reactants are: [F:1][C:2]1[CH:30]=[CH:29][C:5]([CH2:6][N:7]2[C:15]3[C:10](=[CH:11][CH:12]=[CH:13][CH:14]=3)[C:9]([C:16]([O:18]C)=O)=[C:8]2[C:20](=[O:28])[N:21]([CH2:23][C:24]([O:26][CH3:27])=[O:25])[CH3:22])=[CH:4][CH:3]=1.[H-].[Na+]. (7) Given the product [ClH:15].[CH3:17][O:11][C:10](=[O:12])[C@@H:2]([CH2:3][C:4]1[CH:9]=[CH:8][CH:7]=[CH:6][CH:5]=1)[NH2:1], predict the reactants needed to synthesize it. The reactants are: [NH2:1][C@@H:2]([C:10]([OH:12])=[O:11])[CH2:3][C:4]1[CH:9]=[CH:8][CH:7]=[CH:6][CH:5]=1.S(Cl)([Cl:15])=O.[CH3:17]O. (8) Given the product [F:28][CH2:27][CH:25]1[CH2:24][N:23]([CH2:22][CH2:21][O:20][C:17]2[CH:16]=[CH:15][C:14]([CH:3]3[C:2]([C:34]4[CH:35]=[CH:36][C:31]([CH2:30][OH:29])=[CH:32][CH:33]=4)=[C:11]([CH3:12])[C:10]4[C:5](=[CH:6][CH:7]=[C:8]([OH:13])[CH:9]=4)[O:4]3)=[CH:19][CH:18]=2)[CH2:26]1, predict the reactants needed to synthesize it. The reactants are: Br[C:2]1[CH:3]([C:14]2[CH:19]=[CH:18][C:17]([O:20][CH2:21][CH2:22][N:23]3[CH2:26][CH:25]([CH2:27][F:28])[CH2:24]3)=[CH:16][CH:15]=2)[O:4][C:5]2[C:10]([C:11]=1[CH3:12])=[CH:9][C:8]([OH:13])=[CH:7][CH:6]=2.[OH:29][CH2:30][C:31]1[CH:36]=[CH:35][C:34](B(O)O)=[CH:33][CH:32]=1. (9) The reactants are: [F:1][C:2]1[CH:7]=[CH:6][C:5]([CH2:8][C:9]#[N:10])=[CH:4][CH:3]=1.[C:11](OCC)(=[O:13])[CH3:12]. Given the product [F:1][C:2]1[CH:7]=[CH:6][C:5]([CH:8]([C:11](=[O:13])[CH3:12])[C:9]#[N:10])=[CH:4][CH:3]=1, predict the reactants needed to synthesize it. (10) Given the product [F:28][CH:29]([F:34])[CH:30]1[CH2:33][N:32]([CH2:23][C:22]2[CH:21]=[CH:20][C:19]([O:18][CH:16]3[CH2:17][N:14]([C:12]([C:10]4[O:11][C:7]([C:1]5[CH:6]=[CH:5][CH:4]=[CH:3][CH:2]=5)=[N:8][N:9]=4)=[O:13])[CH2:15]3)=[CH:26][CH:25]=2)[CH2:31]1, predict the reactants needed to synthesize it. The reactants are: [C:1]1([C:7]2[O:11][C:10]([C:12]([N:14]3[CH2:17][CH:16]([O:18][C:19]4[CH:26]=[CH:25][C:22]([CH:23]=O)=[CH:21][CH:20]=4)[CH2:15]3)=[O:13])=[N:9][N:8]=2)[CH:6]=[CH:5][CH:4]=[CH:3][CH:2]=1.Cl.[F:28][CH:29]([F:34])[CH:30]1[CH2:33][NH:32][CH2:31]1.CCN(C(C)C)C(C)C.C(O[BH-](OC(=O)C)OC(=O)C)(=O)C.[Na+].